Dataset: Peptide-MHC class I binding affinity with 185,985 pairs from IEDB/IMGT. Task: Regression. Given a peptide amino acid sequence and an MHC pseudo amino acid sequence, predict their binding affinity value. This is MHC class I binding data. (1) The peptide sequence is LTDDMIAAY. The MHC is HLA-A31:01 with pseudo-sequence HLA-A31:01. The binding affinity (normalized) is 0.0847. (2) The peptide sequence is AYPKWKFFL. The MHC is HLA-A30:01 with pseudo-sequence HLA-A30:01. The binding affinity (normalized) is 0.428. (3) The peptide sequence is VPAERRGVF. The MHC is HLA-B08:02 with pseudo-sequence HLA-B08:02. The binding affinity (normalized) is 0.285. (4) The peptide sequence is KTLKGGWFF. The MHC is HLA-B51:01 with pseudo-sequence HLA-B51:01. The binding affinity (normalized) is 0.0847. (5) The peptide sequence is EISGLRPGE. The MHC is HLA-A69:01 with pseudo-sequence HLA-A69:01. The binding affinity (normalized) is 0.0847. (6) The peptide sequence is NSDTVDWSW. The MHC is HLA-B39:01 with pseudo-sequence HLA-B39:01. The binding affinity (normalized) is 0.0847. (7) The peptide sequence is TIKRRIRQL. The MHC is HLA-B07:02 with pseudo-sequence HLA-B07:02. The binding affinity (normalized) is 0.0847. (8) The peptide sequence is KFTDGVCLF. The MHC is HLA-A29:02 with pseudo-sequence HLA-A29:02. The binding affinity (normalized) is 0.254. (9) The peptide sequence is RTMAWTVVNSI. The MHC is HLA-A68:02 with pseudo-sequence HLA-A68:02. The binding affinity (normalized) is 0.323.